Dataset: Catalyst prediction with 721,799 reactions and 888 catalyst types from USPTO. Task: Predict which catalyst facilitates the given reaction. (1) Reactant: [CH3:1][C:2]1[N:6]([CH2:7][C:8]2[CH:13]=[CH:12][CH:11]=[C:10]([C:14]([F:17])([F:16])[F:15])[C:9]=2[CH3:18])[C:5]2[CH:19]=[C:20]([N:27]3[CH2:32][CH2:31][O:30][CH2:29][CH2:28]3)[CH:21]=[C:22]([C:23](OC)=[O:24])[C:4]=2[N:3]=1.[H-].[H-].[H-].[H-].[Li+].[Al+3]. Product: [CH3:1][C:2]1[N:6]([CH2:7][C:8]2[CH:13]=[CH:12][CH:11]=[C:10]([C:14]([F:16])([F:15])[F:17])[C:9]=2[CH3:18])[C:5]2[CH:19]=[C:20]([N:27]3[CH2:28][CH2:29][O:30][CH2:31][CH2:32]3)[CH:21]=[C:22]([CH2:23][OH:24])[C:4]=2[N:3]=1. The catalyst class is: 7. (2) Reactant: [O:1]([C:3]1[N:8]=[CH:7][C:6]([C:9]([NH:12][C:13]([C:15]2[C:16]3[CH2:17][C@H:18]4[CH2:31][C@H:19]4[C:20]=3[N:21]([C:23]3[CH:28]=[CH:27][C:26]([F:29])=[CH:25][C:24]=3[F:30])[N:22]=2)=[O:14])([CH3:11])[CH3:10])=[CH:5][CH:4]=1)C.I[Si](C)(C)C. Product: [OH:1][C:3]1[N:8]=[CH:7][C:6]([C:9]([NH:12][C:13]([C:15]2[C:16]3[CH2:17][C@H:18]4[CH2:31][C@H:19]4[C:20]=3[N:21]([C:23]3[CH:28]=[CH:27][C:26]([F:29])=[CH:25][C:24]=3[F:30])[N:22]=2)=[O:14])([CH3:10])[CH3:11])=[CH:5][CH:4]=1. The catalyst class is: 4. (3) Reactant: FC1N(C)CCN(C2C=CC(N[C:16]3[N:21]=[C:20]([C:22]4[CH:23]=[C:24]([NH:28][C:29](=[O:32])[CH:30]=[CH2:31])[CH:25]=[CH:26][CH:27]=4)[C:19]([NH:33][C:34]4[CH:39]=[CH:38][CH:37]=[C:36]([F:40])[CH:35]=4)=[CH:18][N:17]=3)=CC=2)C1.[Cl:41]C1N=C(Cl)C(NC2C=CC=C(F)C=2)=CN=1.C(NC1C=C(B(O)O)C=CC=1)(=O)C=C. Product: [Cl:41][C:16]1[N:21]=[C:20]([C:22]2[CH:23]=[C:24]([NH:28][C:29](=[O:32])[CH:30]=[CH2:31])[CH:25]=[CH:26][CH:27]=2)[C:19]([NH:33][C:34]2[CH:39]=[CH:38][CH:37]=[C:36]([F:40])[CH:35]=2)=[CH:18][N:17]=1. The catalyst class is: 45. (4) Reactant: Cl.C([O:9][C:10]1[CH:26]=[CH:25][C:13]([CH2:14][NH:15][C:16]2[C:21]([Cl:22])=[C:20]([CH3:23])[N:19]=[C:18]([CH3:24])[N:17]=2)=[CH:12][CH:11]=1)C1C=CC=CC=1.Cl.[OH-].[Na+]. Product: [Cl:22][C:21]1[C:16]([NH:15][CH2:14][C:13]2[CH:25]=[CH:26][C:10]([OH:9])=[CH:11][CH:12]=2)=[N:17][C:18]([CH3:24])=[N:19][C:20]=1[CH3:23]. The catalyst class is: 8. (5) Reactant: [C:1]([C:4]1[NH:8][N:7]=[C:6]([O:9][S:10]([C:13]2[CH:18]=[CH:17][C:16]([CH3:19])=[CH:15][CH:14]=2)(=[O:12])=[O:11])[C:5]=1[CH:20]1[CH2:24][CH2:23][CH2:22][CH2:21]1)(=O)[CH3:2].[C:25]([NH:33][NH2:34])(=O)[C:26]1[CH:31]=[CH:30][CH:29]=[CH:28][CH:27]=1.C1C=CC(C2C=CC=CC=2)=CC=1.C1C=CC(OC2C=CC=CC=2)=CC=1. Product: [CH:20]1([C:5]2[C:6]([O:9][S:10]([C:13]3[CH:18]=[CH:17][C:16]([CH3:19])=[CH:15][CH:14]=3)(=[O:12])=[O:11])=[N:7][N:8]3[C:4]=2[C:1]([CH3:2])=[N:34][N:33]=[C:25]3[C:26]2[CH:31]=[CH:30][CH:29]=[CH:28][CH:27]=2)[CH2:24][CH2:23][CH2:22][CH2:21]1. The catalyst class is: 113.